This data is from Catalyst prediction with 721,799 reactions and 888 catalyst types from USPTO. The task is: Predict which catalyst facilitates the given reaction. (1) Reactant: [Cl:1][C:2]1[C:3]([CH2:8][C:9]([NH:11][C:12]2[CH:17]=[CH:16][CH:15]=[C:14]([B:18]3[O:22][C:21]([CH3:24])([CH3:23])[C:20]([CH3:26])([CH3:25])[O:19]3)[C:13]=2[CH3:27])=[O:10])=[N:4][CH:5]=[CH:6][CH:7]=1.C1N=CN([C:33](N2C=NC=C2)=[O:34])C=1. Product: [Cl:1][C:2]1[C:3]2[N:4]([C:33](=[O:34])[N:11]([C:12]3[CH:17]=[CH:16][CH:15]=[C:14]([B:18]4[O:22][C:21]([CH3:23])([CH3:24])[C:20]([CH3:26])([CH3:25])[O:19]4)[C:13]=3[CH3:27])[C:9](=[O:10])[CH:8]=2)[CH:5]=[CH:6][CH:7]=1. The catalyst class is: 260. (2) The catalyst class is: 6. Product: [CH2:5]([S:7][C:8]1[CH:26]=[C:25]([C:27]([F:30])([F:28])[F:29])[CH:24]=[CH:23][C:9]=1[C:10]([N:12]([CH3:31])[C:13]1[CH:18]=[CH:17][C:16]([C:19]([F:20])([F:21])[F:22])=[CH:15][N:14]=1)=[O:11])[CH3:6]. Reactant: [H-].[Na+].CI.[CH2:5]([S:7][C:8]1[CH:26]=[C:25]([C:27]([F:30])([F:29])[F:28])[CH:24]=[CH:23][C:9]=1[C:10]([NH:12][C:13]1[CH:18]=[CH:17][C:16]([C:19]([F:22])([F:21])[F:20])=[CH:15][N:14]=1)=[O:11])[CH3:6].[CH2:31]1COCC1. (3) Reactant: Br[C:2]1[CH:3]=[C:4]([CH:16]=[C:17]([CH3:19])[CH:18]=1)[O:5][C:6]1[CH:11]=[CH:10][C:9]([C:12]([F:15])([F:14])[F:13])=[CH:8][N:7]=1.C([O:23][B:24](OC(C)C)[O:25]C(C)C)(C)C.C1COCC1.[Li]CCCC. Product: [CH3:19][C:17]1[CH:18]=[C:2]([B:24]([OH:25])[OH:23])[CH:3]=[C:4]([O:5][C:6]2[CH:11]=[CH:10][C:9]([C:12]([F:15])([F:14])[F:13])=[CH:8][N:7]=2)[CH:16]=1. The catalyst class is: 11. (4) Reactant: [CH2:1]([N:5]1[C:14]2[C:9](=[CH:10][CH:11]=[C:12]([O:15][CH3:16])[N:13]=2)[CH2:8][CH2:7][C:6]1=[O:17])[CH2:2][CH:3]=[CH2:4].CC[C@H]1[C@H]2C[C@H]([C@H](OC3C4C(=CC=CC=4)C(O[C@H](C4C=CN=C5C=4C=C(OC)C=C5)[C@@H]4N5C[C@H](CC)[C@@H](CC5)C4)=NN=3)C3C=CN=C4C=3C=C([O:39]C)C=C4)N(CC2)C1.CC[C@@H]1[C@@H]2C[C@H]([C@@H](OC3C4C(=CC=CC=4)C(O[C@@H](C4C=CN=C5C=4C=C(OC)C=C5)[C@@H]4N5C[C@H](CC)[C@@H](CC5)C4)=NN=3)C3C=CN=C4C=3C=C(OC)C=C4)N(CC2)C1.[OH2:134]. Product: [OH:134][CH:3]([CH2:4][OH:39])[CH2:2][CH2:1][N:5]1[C:14]2[C:9](=[CH:10][CH:11]=[C:12]([O:15][CH3:16])[N:13]=2)[CH2:8][CH2:7][C:6]1=[O:17]. The catalyst class is: 107. (5) Reactant: CS(OCC[C:8]1[CH:13]=[CH:12][C:11]([NH:14][C:15]2[N:24]=[CH:23][C:22]3[CH2:21][C@@H:20]([C:25]4[CH:30]=[CH:29][C:28]([Cl:31])=[C:27]([Cl:32])[CH:26]=4)[C:19]4[CH:33]=[CH:34][CH:35]=[CH:36][C:18]=4[C:17]=3[N:16]=2)=[CH:10][CH:9]=1)(=O)=O.[CH3:37][O:38][CH2:39][CH2:40][N:41]1[CH2:46][CH2:45][N:44]([CH2:47][CH2:48]N)[CH2:43][CH2:42]1. Product: [ClH:31].[Cl:32][C:27]1[CH:26]=[C:25]([C@H:20]2[C:19]3[CH:33]=[CH:34][CH:35]=[CH:36][C:18]=3[C:17]3[N:16]=[C:15]([NH:14][C:11]4[CH:12]=[CH:13][CH:8]=[C:9]([CH2:48][CH2:47][N:44]5[CH2:45][CH2:46][N:41]([CH2:40][CH2:39][O:38][CH3:37])[CH2:42][CH2:43]5)[CH:10]=4)[N:24]=[CH:23][C:22]=3[CH2:21]2)[CH:30]=[CH:29][C:28]=1[Cl:31]. The catalyst class is: 66. (6) Reactant: [OH:1][C@:2]([CH3:12])([CH2:7][C:8]([O:10]C)=[O:9])[C:3]([O:5]C)=O.ClC(Cl)(Cl)[C:15]([N:17]=C=O)=[O:16].C([O-])([O-])=O.[K+].[K+]. Product: [CH3:12][C@:2]1([CH2:7][C:8]([OH:10])=[O:9])[O:1][C:15](=[O:16])[NH:17][C:3]1=[O:5]. The catalyst class is: 2. (7) Reactant: [Cl:1][C:2]1[CH:27]=[CH:26][C:5]([CH2:6][N:7]2[C:12](=[O:13])[C:11](Br)=[N:10][N:9]([C:15]3[CH:16]=[C:17]([NH:21][C:22](=[O:24])[CH3:23])[CH:18]=[CH:19][CH:20]=3)[C:8]2=[O:25])=[CH:4][CH:3]=1.[CH2:28]1[CH2:32]OC[CH2:29]1.C(COC)OC.[Cl-].C([Zn+])(C)C. Product: [Cl:1][C:2]1[CH:27]=[CH:26][C:5]([CH2:6][N:7]2[C:12](=[O:13])[C:11]([CH:28]([CH3:32])[CH3:29])=[N:10][N:9]([C:15]3[CH:16]=[C:17]([NH:21][C:22](=[O:24])[CH3:23])[CH:18]=[CH:19][CH:20]=3)[C:8]2=[O:25])=[CH:4][CH:3]=1. The catalyst class is: 587. (8) Product: [Br:1][C:2]1[CH:3]=[CH:4][C:5]([S:10]([CH3:22])(=[O:14])=[O:11])=[N:6][CH:7]=1. Reactant: [Br:1][C:2]1[CH:3]=[CH:4][C:5](SC)=[N:6][CH:7]=1.[S:10]([O:14]OS([O-])(=O)=O)([O-])(=O)=[O:11].[K+].[K+].[CH:22](O)(C)C. The catalyst class is: 6. (9) Reactant: Br[CH2:2][CH:3]([CH2:14][OH:15])[CH2:4][CH2:5][N:6]1[CH:11]=[CH:10][C:9](=[O:12])[NH:8][C:7]1=[O:13].[N-:16]=[N+:17]=[N-:18].[Na+]. Product: [N:16]([CH2:2][CH:3]([CH2:14][OH:15])[CH2:4][CH2:5][N:6]1[CH:11]=[CH:10][C:9](=[O:12])[NH:8][C:7]1=[O:13])=[N+:17]=[N-:18]. The catalyst class is: 3.